From a dataset of Catalyst prediction with 721,799 reactions and 888 catalyst types from USPTO. Predict which catalyst facilitates the given reaction. Reactant: Br[C:2]1[N:7]2[N:8]=[C:9]([NH2:11])[N:10]=[C:6]2[CH:5]=[CH:4][CH:3]=1.C([Li])CCC.CON(C)[C:20]([CH:22]1[CH2:27][CH2:26][O:25][CH2:24][CH2:23]1)=[O:21]. Product: [NH2:11][C:9]1[N:10]=[C:6]2[CH:5]=[CH:4][CH:3]=[C:2]([C:20]([CH:22]3[CH2:27][CH2:26][O:25][CH2:24][CH2:23]3)=[O:21])[N:7]2[N:8]=1. The catalyst class is: 7.